Task: Binary Classification. Given a T-cell receptor sequence (or CDR3 region) and an epitope sequence, predict whether binding occurs between them.. Dataset: TCR-epitope binding with 47,182 pairs between 192 epitopes and 23,139 TCRs The epitope is GILGFVFTL. The TCR CDR3 sequence is CASSYGFPTSGGNTGELFF. Result: 1 (the TCR binds to the epitope).